From a dataset of Tox21: 12 toxicity assays (nuclear receptors and stress response pathways). Binary classification across 12 toxicity assays. (1) The drug is [S-]c1nc2ccccc2s1. It tested positive (active) for: NR-AhR (Aryl hydrocarbon Receptor agonist activity), NR-PPAR-gamma (PPAR-gamma nuclear receptor agonist), SR-HSE (Heat Shock Element response), and SR-MMP (Mitochondrial Membrane Potential disruption). (2) The molecule is CCOC(=O)C1=NN(c2ccccc2)C(=O)C1. It tested positive (active) for: NR-PPAR-gamma (PPAR-gamma nuclear receptor agonist). (3) The drug is O=C(N=NC(=O)OCc1ccccc1)OCc1ccccc1. It tested positive (active) for: NR-AhR (Aryl hydrocarbon Receptor agonist activity). (4) It tested positive (active) for: SR-MMP (Mitochondrial Membrane Potential disruption). The molecule is C=C(C)C(=O)OCC(O)COc1ccc(C(C)(C)c2ccc(OCC(O)COC(=O)C(=C)C)cc2)cc1. (5) The compound is CN(C)C(=O)CCSC(SCCC(=O)[O-])c1cccc(/C=C/c2ccc3ccc(Cl)cc3n2)c1. It tested positive (active) for: NR-AhR (Aryl hydrocarbon Receptor agonist activity), NR-ER (Estrogen Receptor agonist activity), and SR-ATAD5 (ATAD5 genotoxicity (DNA damage)). (6) The drug is O=C(c1ccccc1O)c1ccccc1O. It tested positive (active) for: NR-Aromatase (Aromatase enzyme inhibition), SR-ARE (Antioxidant Response Element (oxidative stress)), and SR-MMP (Mitochondrial Membrane Potential disruption). (7) The drug is COc1ccc2sc(C(=O)Nc3nnn[n-]3)c(OC(C)C)c2c1. It tested positive (active) for: NR-Aromatase (Aromatase enzyme inhibition), and NR-PPAR-gamma (PPAR-gamma nuclear receptor agonist).